Dataset: Reaction yield outcomes from USPTO patents with 853,638 reactions. Task: Predict the reaction yield, written as a fraction of the theoretical maximum amount of product (1.0 means a 100% yield; for example, 0.34 means a 34% yield). (1) The catalyst is O.C1COCC1.C(Cl)(Cl)Cl. The yield is 1.00. The product is [Cl:9][C:8]1[CH:7]=[CH:6][CH:5]=[C:3]2[C:2]=1[CH:1]=[N:22][NH:4]2. The reactants are [CH3:1][C:2]1[C:8]([Cl:9])=[CH:7][CH:6]=[CH:5][C:3]=1[NH2:4].C([O-])(=O)C.[K+].C(OC(=O)C)(=O)C.[N:22](OCCC(C)C)=O.[Li+].[OH-]. (2) The reactants are [Cl:1][C:2]1[CH:20]=[C:19]([OH:21])[CH:18]=[CH:17][C:3]=1[CH2:4][CH:5]1[CH2:9][CH2:8][N:7]([CH:10]2[CH2:15][CH2:14][CH2:13][CH2:12][CH2:11]2)[C:6]1=[O:16].[CH3:22][O:23][CH2:24][CH2:25]O.N(C(N1CCCCC1)=O)=NC(N1CCCCC1)=O. The catalyst is O1CCCC1. The product is [Cl:1][C:2]1[CH:20]=[C:19]([O:21][CH2:25][CH2:24][O:23][CH3:22])[CH:18]=[CH:17][C:3]=1[CH2:4][CH:5]1[CH2:9][CH2:8][N:7]([CH:10]2[CH2:11][CH2:12][CH2:13][CH2:14][CH2:15]2)[C:6]1=[O:16]. The yield is 0.710. (3) The reactants are [C@@H:1]12[CH2:7][NH:6][C@@H:5]1[CH2:4][N:3]([C:8]([O:10][CH2:11][C:12]1[CH:17]=[CH:16][CH:15]=[CH:14][CH:13]=1)=[O:9])[CH2:2]2.[Br:18][C:19]1[CH:20]=[N:21][CH:22]=[C:23](Br)[CH:24]=1. No catalyst specified. The product is [Br:18][C:19]1[CH:24]=[C:23]([N:6]2[CH2:7][C@@H:1]3[C@H:5]2[CH2:4][N:3]([C:8]([O:10][CH2:11][C:12]2[CH:17]=[CH:16][CH:15]=[CH:14][CH:13]=2)=[O:9])[CH2:2]3)[CH:22]=[N:21][CH:20]=1. The yield is 0.470. (4) The product is [C:5]([O:8][C:9]1[CH:17]=[CH:16][CH:15]=[C:11]([C:12]([Cl:3])=[O:13])[CH:10]=1)(=[O:7])[CH3:6]. No catalyst specified. The yield is 0.990. The reactants are S(Cl)([Cl:3])=O.[C:5]([O:8][C:9]1[CH:10]=[C:11]([CH:15]=[CH:16][CH:17]=1)[C:12](O)=[O:13])(=[O:7])[CH3:6]. (5) The reactants are [CH:1]1[CH:6]=[CH:5][C:4]([C@@H:7](N)[C:8]([OH:10])=[O:9])=[CH:3][CH:2]=1.[C:12]([BH3-])#[N:13].[Na+].[CH:16](=O)[CH3:17].Cl.[CH3:20]O. No catalyst specified. The product is [CH2:16]([N:13]([CH2:12][CH3:20])[C@H:7]([C:4]1[CH:5]=[CH:6][CH:1]=[CH:2][CH:3]=1)[C:8]([OH:10])=[O:9])[CH3:17]. The yield is 0.600.